This data is from Forward reaction prediction with 1.9M reactions from USPTO patents (1976-2016). The task is: Predict the product of the given reaction. (1) Given the reactants Cl[C:2]1[C:3]2[C:10]3[CH2:11][CH2:12][CH:13]([C:15]([O:17][CH2:18][CH3:19])=[O:16])[CH2:14][C:9]=3[S:8][C:4]=2[N:5]=[CH:6][N:7]=1.[NH2:20][C:21]1[CH:22]=[C:23]2[C:27](=[CH:28][CH:29]=1)[NH:26][N:25]=[CH:24]2.Cl.O1CCOCC1, predict the reaction product. The product is: [NH:26]1[C:27]2[C:23](=[CH:22][C:21]([NH:20][C:2]3[C:3]4[C:10]5[CH2:11][CH2:12][CH:13]([C:15]([O:17][CH2:18][CH3:19])=[O:16])[CH2:14][C:9]=5[S:8][C:4]=4[N:5]=[CH:6][N:7]=3)=[CH:29][CH:28]=2)[CH:24]=[N:25]1. (2) Given the reactants [OH:1][C@@H:2]([C:23]1[CH:28]=[CH:27][CH:26]=[CH:25][CH:24]=1)[CH2:3][CH2:4][N:5]1[CH2:10][CH2:9][CH:8]([C:11]2[CH:12]=[C:13]([NH:17][C:18](=[O:22])[CH:19]([CH3:21])[CH3:20])[CH:14]=[CH:15][CH:16]=2)[CH2:7][CH2:6]1.[C:29]1(O)[CH:34]=[CH:33][CH:32]=[CH:31][CH:30]=1.C1(P(C2C=CC=CC=2)C2C=CC=CC=2)C=CC=CC=1.N(C(OCC)=O)=NC(OCC)=O.N, predict the reaction product. The product is: [CH3:20][CH:19]([CH3:21])[C:18]([NH:17][C:13]1[CH:14]=[CH:15][CH:16]=[C:11]([CH:8]2[CH2:9][CH2:10][N:5]([CH2:4][CH2:3][C@H:2]([O:1][C:29]3[CH:34]=[CH:33][CH:32]=[CH:31][CH:30]=3)[C:23]3[CH:24]=[CH:25][CH:26]=[CH:27][CH:28]=3)[CH2:6][CH2:7]2)[CH:12]=1)=[O:22]. (3) The product is: [CH3:1][C:2]1([CH3:13])[O:6][C@H:5]([C@@H:7]([C:14]2[CH:19]=[CH:18][CH:17]=[CH:16][CH:15]=2)[OH:8])[C@H:4]([CH:9]=[C:10]([CH3:12])[CH3:11])[O:3]1. Given the reactants [CH3:1][C:2]1([CH3:13])[O:6][C@H:5]([CH:7]=[O:8])[C@H:4]([CH:9]=[C:10]([CH3:12])[CH3:11])[O:3]1.[C:14]1([Li])[CH:19]=[CH:18][CH:17]=[CH:16][CH:15]=1.C(OCCCC)CCC, predict the reaction product. (4) Given the reactants [O:1]=[C:2]1[NH:7][CH:6]=[C:5]([CH2:8][C:9]2[CH:33]=[CH:32][C:12]([CH2:13][NH:14][CH:15]3[CH2:20][CH2:19][CH:18]([NH:21]C(=O)OCC4C=CC=CC=4)[CH2:17][CH2:16]3)=[CH:11][CH:10]=2)[N:4]2[CH:34]=[C:35]([C:37]3[C:45]4[C:40](=[N:41][CH:42]=[CH:43][CH:44]=4)[NH:39][CH:38]=3)[CH:36]=[C:3]12, predict the reaction product. The product is: [NH2:21][CH:18]1[CH2:19][CH2:20][CH:15]([NH:14][CH2:13][C:12]2[CH:32]=[CH:33][C:9]([CH2:8][C:5]3[N:4]4[CH:34]=[C:35]([C:37]5[C:45]6[C:40](=[N:41][CH:42]=[CH:43][CH:44]=6)[NH:39][CH:38]=5)[CH:36]=[C:3]4[C:2](=[O:1])[NH:7][CH:6]=3)=[CH:10][CH:11]=2)[CH2:16][CH2:17]1. (5) Given the reactants Cl[C:2]1[CH:7]=[CH:6][C:5]([N+:8]([O-:10])=[O:9])=[CH:4][N:3]=1.[CH3:11][C:12]1[CH:17]=[CH:16][CH:15]=[C:14]([CH3:18])[C:13]=1[OH:19].C(=O)([O-])[O-].[K+].[K+], predict the reaction product. The product is: [CH3:11][C:12]1[CH:17]=[CH:16][CH:15]=[C:14]([CH3:18])[C:13]=1[O:19][C:2]1[CH:7]=[CH:6][C:5]([N+:8]([O-:10])=[O:9])=[CH:4][N:3]=1. (6) Given the reactants [CH2:1]([O:3][C:4](=[O:17])[C:5]([C:12]([O:14][CH2:15][CH3:16])=[O:13])=[C:6]([C:8]([O:10][CH3:11])=[O:9])[CH3:7])[CH3:2].C(O[CH:21](OCC)[N:22]([CH3:24])[CH3:23])C.CN(C=O)C, predict the reaction product. The product is: [CH2:1]([O:3][C:4](=[O:17])[C:5]([C:12]([O:14][CH2:15][CH3:16])=[O:13])=[C:6]([C:8]([O:10][CH3:11])=[O:9])[CH:7]=[CH:21][N:22]([CH3:24])[CH3:23])[CH3:2]. (7) Given the reactants Br[C:2]1[C:3]([O:11][CH2:12][CH:13]2[CH2:15][CH2:14]2)=[N:4][CH:5]=[C:6]([CH:10]=1)[C:7]([OH:9])=O.[C:16]([C:18]1[CH:23]=[CH:22][C:21](B(O)O)=[CH:20][CH:19]=1)#[N:17].[NH2:27][CH2:28][C@@:29]([CH3:34])([CH:31]1[CH2:33][CH2:32]1)[OH:30], predict the reaction product. The product is: [C:16]([C:18]1[CH:23]=[CH:22][C:21]([C:2]2[C:3]([O:11][CH2:12][CH:13]3[CH2:15][CH2:14]3)=[N:4][CH:5]=[C:6]([CH:10]=2)[C:7]([NH:27][CH2:28][C@@:29]([CH:31]2[CH2:33][CH2:32]2)([OH:30])[CH3:34])=[O:9])=[CH:20][CH:19]=1)#[N:17]. (8) Given the reactants [CH:1]1[C:18]2=[C:19]3[C:8]([C:9]4[C:20]5[C:13](=[CH:14][CH:15]=[CH:16][C:17]2=5)[CH:12]=[CH:11][CH:10]=4)=[CH:7][CH:6]=[CH:5][C:4]3=[CH:3][CH:2]=1.[Br:21]N1C(=O)CCC1=O, predict the reaction product. The product is: [Br-:21].[CH:16]1[C:17]2=[C:20]3[C:9]([C:8]4[C:19]5[C:4](=[CH:3][CH:2]=[CH:1][C:18]2=5)[CH:5]=[CH:6][CH:7]=4)=[CH:10][CH:11]=[CH:12][C:13]3=[CH:14][CH:15]=1. (9) Given the reactants Cl[CH2:2][C:3]1[CH:8]=[CH:7][C:6]([C:9]2[N:13]3[C:14]4[CH:26]=[CH:25][CH:24]=[N:23][C:15]=4[NH:16][C:17]4[CH:22]=[CH:21][CH:20]=[CH:19][C:18]=4[C:12]3=[N:11][N:10]=2)=[CH:5][CH:4]=1.[NH:27]1[CH2:32][CH2:31][CH:30]([NH:33][C:34](=[O:40])[O:35][C:36]([CH3:39])([CH3:38])[CH3:37])[CH2:29][CH2:28]1.C(N(CC)CC)C, predict the reaction product. The product is: [N:11]1[N:10]=[C:9]([C:6]2[CH:5]=[CH:4][C:3]([CH2:2][N:27]3[CH2:28][CH2:29][CH:30]([NH:33][C:34](=[O:40])[O:35][C:36]([CH3:38])([CH3:37])[CH3:39])[CH2:31][CH2:32]3)=[CH:8][CH:7]=2)[N:13]2[C:12]=1[C:18]1[CH:19]=[CH:20][CH:21]=[CH:22][C:17]=1[NH:16][C:15]1[N:23]=[CH:24][CH:25]=[CH:26][C:14]2=1.